Dataset: Catalyst prediction with 721,799 reactions and 888 catalyst types from USPTO. Task: Predict which catalyst facilitates the given reaction. (1) Reactant: [NH2:1][C:2]1[C:3]([NH:32][CH3:33])=[CH:4][C:5]([C:10]2[CH:11]=[N:12][C:13]([O:20][CH2:21][CH2:22][N:23]([CH3:31])[C:24](=[O:30])[O:25][C:26]([CH3:29])([CH3:28])[CH3:27])=[C:14]([C:16]([F:19])([F:18])[F:17])[CH:15]=2)=[N:6][C:7]=1[C:8]#[N:9].Cl.[N:35]([O-])=O.[Na+]. Product: [C:8]([C:7]1[C:2]2[N:1]=[N:35][N:32]([CH3:33])[C:3]=2[CH:4]=[C:5]([C:10]2[CH:15]=[C:14]([C:16]([F:19])([F:17])[F:18])[C:13]([O:20][CH2:21][CH2:22][N:23]([CH3:31])[C:24](=[O:30])[O:25][C:26]([CH3:27])([CH3:28])[CH3:29])=[N:12][CH:11]=2)[N:6]=1)#[N:9]. The catalyst class is: 127. (2) Reactant: C([O:3][C:4](=[O:31])[CH2:5][C:6]1[N:7]=[C:8]([NH:11][C:12](=[O:30])[CH:13]([O:21][C:22]2[CH:27]=[CH:26][C:25]([O:28][CH3:29])=[CH:24][CH:23]=2)[CH2:14][CH:15]2[CH2:20][CH2:19][CH2:18][CH2:17][CH2:16]2)[S:9][CH:10]=1)C.[OH-].[Na+]. Product: [CH:15]1([CH2:14][CH:13]([O:21][C:22]2[CH:23]=[CH:24][C:25]([O:28][CH3:29])=[CH:26][CH:27]=2)[C:12]([NH:11][C:8]2[S:9][CH:10]=[C:6]([CH2:5][C:4]([OH:31])=[O:3])[N:7]=2)=[O:30])[CH2:20][CH2:19][CH2:18][CH2:17][CH2:16]1. The catalyst class is: 14. (3) Reactant: [Br-].[CH2:2]([N+:9]1[CH:14]=[CH:13][C:12]([C:15]2[C:19]([CH2:20][N:21]3[CH2:28][CH:27]4[CH:23]([CH2:24][N:25]([C:29]([O:31][C:32]([CH3:35])([CH3:34])[CH3:33])=[O:30])[CH2:26]4)[CH2:22]3)=[CH:18][N:17]([CH3:36])[N:16]=2)=[CH:11][CH:10]=1)[C:3]1[CH:8]=[CH:7][CH:6]=[CH:5][CH:4]=1.[BH4-].[Na+]. Product: [CH2:2]([N:9]1[CH2:10][CH:11]=[C:12]([C:15]2[C:19]([CH2:20][N:21]3[CH2:22][CH:23]4[CH2:24][N:25]([C:29]([O:31][C:32]([CH3:34])([CH3:33])[CH3:35])=[O:30])[CH2:26][CH:27]4[CH2:28]3)=[CH:18][N:17]([CH3:36])[N:16]=2)[CH2:13][CH2:14]1)[C:3]1[CH:8]=[CH:7][CH:6]=[CH:5][CH:4]=1. The catalyst class is: 8. (4) Reactant: CC(C)([O-])C.[K+].[C:7]([C:9]1[CH:14]=[CH:13][C:12]([CH2:15][C:16]([O:18][CH3:19])=[O:17])=[CH:11][CH:10]=1)#[N:8].[CH:20]1(Br)[CH2:24][CH2:23][CH2:22][CH2:21]1.O. Product: [C:7]([C:9]1[CH:14]=[CH:13][C:12]([CH:15]([CH:20]2[CH2:24][CH2:23][CH2:22][CH2:21]2)[C:16]([O:18][CH3:19])=[O:17])=[CH:11][CH:10]=1)#[N:8]. The catalyst class is: 39. (5) Reactant: Cl[C:2]1[N:7]=[C:6]([NH2:8])[C:5]([CH3:9])=[CH:4][N:3]=1.C([O-])([O-])=O.[Na+].[Na+].[F:16][C:17]1[CH:22]=[CH:21][C:20]([F:23])=[CH:19][C:18]=1B(O)O. Product: [F:16][C:17]1[CH:22]=[CH:21][C:20]([F:23])=[CH:19][C:18]=1[C:2]1[N:7]=[C:6]([NH2:8])[C:5]([CH3:9])=[CH:4][N:3]=1. The catalyst class is: 235. (6) Reactant: [F:1][C:2]([F:14])([O:6][C:7]1[CH:8]=[C:9]([CH3:13])[CH:10]=[CH:11][CH:12]=1)[CH:3]([F:5])[F:4].[Br:15]N1C(=O)CCC1=O.N(C(C)(C)C#N)=NC(C)(C)C#N. Product: [F:1][C:2]([F:14])([O:6][C:7]1[CH:8]=[C:9]([CH2:13][Br:15])[CH:10]=[CH:11][CH:12]=1)[CH:3]([F:4])[F:5]. The catalyst class is: 53. (7) Reactant: Br[CH2:2][CH2:3][C:4]1[C:9](=[O:10])[N:8]2[CH:11]=[CH:12][C:13]([C:15]#[C:16][C:17]3[CH:22]=[CH:21][CH:20]=[C:19]([F:23])[CH:18]=3)=[CH:14][C:7]2=[N:6][CH:5]=1.CC[O-].[Na+]. Product: [F:23][C:19]1[CH:18]=[C:17]([C:16]#[C:15][C:13]2[CH:12]=[CH:11][N:8]3[C:9](=[O:10])[C:4]([CH:3]=[CH2:2])=[CH:5][N:6]=[C:7]3[CH:14]=2)[CH:22]=[CH:21][CH:20]=1. The catalyst class is: 88.